From a dataset of Full USPTO retrosynthesis dataset with 1.9M reactions from patents (1976-2016). Predict the reactants needed to synthesize the given product. (1) Given the product [CH3:1][C:2]1[CH:11]=[CH:10][C:9]2[C:4](=[CH:5][CH:6]=[CH:7][CH:8]=2)[C:3]=1[CH2:12][CH:13]([O:15][C:23]1[CH:28]=[CH:27][CH:26]=[CH:25][C:24]=1[N+:29]([O-:31])=[O:30])[CH3:14], predict the reactants needed to synthesize it. The reactants are: [CH3:1][C:2]1[CH:11]=[CH:10][C:9]2[C:4](=[CH:5][CH:6]=[CH:7][CH:8]=2)[C:3]=1[CH2:12][CH:13]([OH:15])[CH3:14].CC(C)([O-])C.[K+].F[C:23]1[CH:28]=[CH:27][CH:26]=[CH:25][C:24]=1[N+:29]([O-:31])=[O:30]. (2) Given the product [NH2:50][C:47]1[CH:48]=[CH:49][C:44]([S:43][C:15]2[CH:16]=[CH:17][C:18]([NH:20][C:21](=[O:42])[C:22]3[CH:27]=[CH:26][CH:25]=[C:24]([NH:28][C:29]4[C:30]5[CH:38]=[CH:37][C:36]([CH:39]([CH3:41])[CH3:40])=[N:35][C:31]=5[N:32]=[CH:33][N:34]=4)[CH:23]=3)=[CH:19][C:14]=2[NH:13][C:12]2[C:7]3[CH:6]=[CH:5][C:4]([CH:1]([CH3:3])[CH3:2])=[N:58][C:8]=3[N:9]=[CH:10][N:11]=2)=[CH:45][CH:46]=1, predict the reactants needed to synthesize it. The reactants are: [CH:1]([C:4]1[CH:5]=[CH:6][C:7]2[C:12]([NH:13][C:14]3[CH:19]=[C:18]([NH:20][C:21](=[O:42])[C:22]4[CH:27]=[CH:26][CH:25]=[C:24]([NH:28][C:29]5[C:30]6[CH:38]=[CH:37][C:36]([CH:39]([CH3:41])[CH3:40])=[N:35][C:31]=6[N:32]=[CH:33][N:34]=5)[CH:23]=4)[CH:17]=[CH:16][C:15]=3[S:43][C:44]3[CH:49]=[CH:48][C:47]([NH:50]C(=O)OC(C)(C)C)=[CH:46][CH:45]=3)=[N:11][CH:10]=[N:9][C:8]=2[N:58]=1)([CH3:3])[CH3:2].Cl. (3) Given the product [C:11]1([C:9]2[C:8]([C:17]3[CH:24]=[CH:23][C:20]([CH:21]=[O:22])=[CH:19][CH:18]=3)=[N:7][C:6]3[N:5]([N:4]=[CH:3][C:2]=3[CH:25]=[CH2:26])[CH:10]=2)[CH:16]=[CH:15][CH:14]=[CH:13][CH:12]=1, predict the reactants needed to synthesize it. The reactants are: Br[C:2]1[CH:3]=[N:4][N:5]2[CH:10]=[C:9]([C:11]3[CH:16]=[CH:15][CH:14]=[CH:13][CH:12]=3)[C:8]([C:17]3[CH:24]=[CH:23][C:20]([CH:21]=[O:22])=[CH:19][CH:18]=3)=[N:7][C:6]=12.[CH2:25]([Sn](CCCC)(CCCC)C=C)[CH2:26]CC.C([O-])([O-])=O.[K+].[K+]. (4) Given the product [CH2:35]([O:18][C:17]([C:6]1[C:7](=[O:16])[C:8]2[C:13](=[CH:12][C:11]([O:14][S:22]([C:21]([F:34])([F:33])[F:20])(=[O:24])=[O:23])=[C:10]([F:15])[CH:9]=2)[N:4]([CH:1]2[CH2:2][CH2:3]2)[CH:5]=1)=[O:19])[C:36]1[CH:41]=[CH:40][CH:39]=[CH:38][CH:37]=1, predict the reactants needed to synthesize it. The reactants are: [CH:1]1([N:4]2[C:13]3[C:8](=[CH:9][C:10]([F:15])=[C:11]([OH:14])[CH:12]=3)[C:7](=[O:16])[C:6]([C:17]([O-:19])=[O:18])=[CH:5]2)[CH2:3][CH2:2]1.[F:20][C:21]([F:34])([F:33])[S:22](O[S:22]([C:21]([F:34])([F:33])[F:20])(=[O:24])=[O:23])(=[O:24])=[O:23].[CH2:35](O)[C:36]1[CH:41]=[CH:40][CH:39]=[CH:38][CH:37]=1.O. (5) Given the product [NH2:10][C:11](=[O:54])[C:12]([CH3:52])([CH3:53])[CH2:13][NH:14][C:15]([C@H:17]([CH:49]([CH3:50])[CH3:51])[CH2:18][C@@H:19]1[O:23][CH2:22][N:21]([C:24]([O:26][CH2:27][O:6][C:2](=[O:7])[C@@H:3]([OH:4])[CH3:5])=[O:25])[C@H:20]1[CH2:29][C@H:30]([CH2:34][C:35]1[CH:40]=[CH:39][C:38]([O:41][CH3:42])=[C:37]([O:43][CH2:44][CH2:45][CH2:46][O:47][CH3:48])[CH:36]=1)[CH:31]([CH3:32])[CH3:33])=[O:16], predict the reactants needed to synthesize it. The reactants are: [Li+].[C:2]([O-:7])(=[O:6])[C@H:3]([CH3:5])[OH:4].[I-].[Cs+].[NH2:10][C:11](=[O:54])[C:12]([CH3:53])([CH3:52])[CH2:13][NH:14][C:15]([C@H:17]([CH:49]([CH3:51])[CH3:50])[CH2:18][C@@H:19]1[O:23][CH2:22][N:21]([C:24]([O:26][CH2:27]Cl)=[O:25])[C@H:20]1[CH2:29][C@H:30]([CH2:34][C:35]1[CH:40]=[CH:39][C:38]([O:41][CH3:42])=[C:37]([O:43][CH2:44][CH2:45][CH2:46][O:47][CH3:48])[CH:36]=1)[CH:31]([CH3:33])[CH3:32])=[O:16].C(O)(=O)CC(CC(O)=O)(C(O)=O)O. (6) The reactants are: CC1C=C(C)C=C(C)C=1S([O-])(=O)=O.[NH2:14][N+:15]1[CH:20]=[CH:19][CH:18]=[CH:17][C:16]=1[NH2:21].Cl[C:23](=O)[C:24]([O:26][CH2:27][CH3:28])=[O:25]. Given the product [CH2:27]([O:26][C:24]([C:23]1[N:21]=[C:16]2[CH:17]=[CH:18][CH:19]=[CH:20][N:15]2[N:14]=1)=[O:25])[CH3:28], predict the reactants needed to synthesize it. (7) Given the product [O:27]1[CH:31]=[CH:30][C:29]([C:2]2[CH:26]=[CH:25][C:5]([O:6][C:7]3[CH:8]=[CH:9][C:10]([S:13]([CH:16]4[CH:21]([C:22]([OH:24])=[O:23])[NH:20][CH2:19][CH2:18][S:17]4)(=[O:15])=[O:14])=[CH:11][CH:12]=3)=[CH:4][CH:3]=2)=[CH:28]1, predict the reactants needed to synthesize it. The reactants are: Br[C:2]1[CH:26]=[CH:25][C:5]([O:6][C:7]2[CH:12]=[CH:11][C:10]([S:13]([CH:16]3[CH:21]([C:22]([OH:24])=[O:23])[NH:20][CH2:19][CH2:18][S:17]3)(=[O:15])=[O:14])=[CH:9][CH:8]=2)=[CH:4][CH:3]=1.[O:27]1[CH:31]=[CH:30][C:29](B(O)O)=[CH:28]1.C(O)C. (8) Given the product [CH3:33][O:32][C:24]1[CH:25]=[C:26]([CH:30]=[CH:31][C:23]=1[C:2]1[N:7]=[N:6][C:5]([N:8]([CH3:19])[CH:9]2[CH2:14][C:13]([CH3:16])([CH3:15])[NH:12][C:11]([CH3:18])([CH3:17])[CH2:10]2)=[CH:4][CH:3]=1)[C:27]([OH:29])=[O:28], predict the reactants needed to synthesize it. The reactants are: Cl[C:2]1[N:7]=[N:6][C:5]([N:8]([CH3:19])[CH:9]2[CH2:14][C:13]([CH3:16])([CH3:15])[NH:12][C:11]([CH3:18])([CH3:17])[CH2:10]2)=[CH:4][CH:3]=1.B([C:23]1[CH:31]=[CH:30][C:26]([C:27]([OH:29])=[O:28])=[CH:25][C:24]=1[O:32][CH3:33])(O)O.C(Cl)Cl.C([O-])([O-])=O.[Na+].[Na+].